Dataset: Reaction yield outcomes from USPTO patents with 853,638 reactions. Task: Predict the reaction yield, written as a fraction of the theoretical maximum amount of product (1.0 means a 100% yield; for example, 0.34 means a 34% yield). (1) The reactants are [Cl:1][CH2:2][C:3]1[CH:11]=[CH:10][CH:9]=[C:8]2[C:4]=1[CH:5]=[N:6][NH:7]2.[CH3:12][C:13]([O:16][C:17](O[C:17]([O:16][C:13]([CH3:15])([CH3:14])[CH3:12])=[O:18])=[O:18])([CH3:15])[CH3:14]. The catalyst is C(Cl)Cl.CN(C1C=CN=CC=1)C. The product is [Cl:1][CH2:2][C:3]1[CH:11]=[CH:10][CH:9]=[C:8]2[C:4]=1[CH:5]=[N:6][N:7]2[C:17]([O:16][C:13]([CH3:15])([CH3:14])[CH3:12])=[O:18]. The yield is 0.880. (2) The reactants are [C:1]([O:5][C:6](=[O:19])[C:7]1[CH:15]=[CH:14][C:10]([C:11]([OH:13])=O)=[CH:9][C:8]=1[N+:16]([O-:18])=[O:17])([CH3:4])([CH3:3])[CH3:2].O[N:21]1[C:25]2C=[CH:27][CH:28]=[CH:29][C:24]=2N=N1.CCN=C=NCCCN(C)C.N1CCCCC1. The catalyst is C(Cl)Cl. The product is [C:1]([O:5][C:6](=[O:19])[C:7]1[CH:15]=[CH:14][C:10]([C:11]([N:21]2[CH2:27][CH2:28][CH2:29][CH2:24][CH2:25]2)=[O:13])=[CH:9][C:8]=1[N+:16]([O-:18])=[O:17])([CH3:2])([CH3:3])[CH3:4]. The yield is 1.00. (3) The reactants are C(Cl)(=O)C(Cl)=O.CS(C)=O.[C:11]1([CH2:17][CH2:18][CH2:19][OH:20])[CH:16]=[CH:15][CH:14]=[CH:13][CH:12]=1.C(N(CC)CC)C. The catalyst is C(Cl)Cl.O. The product is [C:11]1([CH2:17][CH2:18][CH:19]=[O:20])[CH:16]=[CH:15][CH:14]=[CH:13][CH:12]=1. The yield is 0.470. (4) The yield is 0.200. The reactants are [CH3:1][C:2]1[CH:8]=[CH:7][C:6]([O:9][CH2:10][CH:11]=[CH2:12])=[CH:5][C:3]=1[NH2:4].[Cl:13][C:14]1[N:19]=[C:18](Cl)[CH:17]=[CH:16][N:15]=1.C([O-])(O)=O.[Na+].ClN1C=CC(Cl)=NC1. The product is [Cl:13][C:14]1[N:19]=[C:18]([NH:4][C:3]2[CH:5]=[C:6]([O:9][CH2:10][CH:11]=[CH2:12])[CH:7]=[CH:8][C:2]=2[CH3:1])[CH:17]=[CH:16][N:15]=1. The catalyst is C(O)(C)(C)C.CCOC(C)=O.O. (5) The reactants are [C:1]([O:5][C:6]([NH:8][C@@H:9]([CH2:33][C:34]1[CH:39]=[CH:38][CH:37]=[CH:36][CH:35]=1)[CH2:10][C@H:11]([OH:32])[C@@H:12]([NH:21][C:22](=[O:31])[O:23][CH2:24][C:25]1[CH:30]=[CH:29][CH:28]=[CH:27][CH:26]=1)[CH2:13][C:14]1[CH:19]=[CH:18][C:17]([OH:20])=[CH:16][CH:15]=1)=[O:7])([CH3:4])([CH3:3])[CH3:2].C1C=CC(N([S:47]([C:50]([F:53])([F:52])[F:51])(=[O:49])=[O:48])[S:47]([C:50]([F:53])([F:52])[F:51])(=[O:49])=[O:48])=CC=1. The catalyst is ClCCl.CN(C1C=CN=CC=1)C. The product is [F:51][C:50]([F:53])([F:52])[S:47]([O:20][C:17]1[CH:18]=[CH:19][C:14]([CH2:13][C@H:12]([NH:21][C:22]([O:23][CH2:24][C:25]2[CH:26]=[CH:27][CH:28]=[CH:29][CH:30]=2)=[O:31])[C@@H:11]([OH:32])[CH2:10][C@@H:9]([NH:8][C:6]([O:5][C:1]([CH3:4])([CH3:2])[CH3:3])=[O:7])[CH2:33][C:34]2[CH:39]=[CH:38][CH:37]=[CH:36][CH:35]=2)=[CH:15][CH:16]=1)(=[O:49])=[O:48]. The yield is 0.740. (6) The reactants are [CH:1]1([CH2:6][C@H:7]([N:11]2[CH2:15][C:14]([O:16][CH3:17])=[CH:13][C:12]2=[O:18])[C:8]([OH:10])=O)[CH2:5][CH2:4][CH2:3][CH2:2]1.C(Cl)(=O)C(Cl)=O.[N:25]1[CH:30]=[CH:29][N:28]=[CH:27][C:26]=1[NH2:31].C(N(CC)C(C)C)(C)C. The catalyst is C1C=CC=CC=1.CN(C)C=O.ClCCl. The product is [CH:1]1([CH2:6][C@H:7]([N:11]2[CH2:15][C:14]([O:16][CH3:17])=[CH:13][C:12]2=[O:18])[C:8]([NH:31][C:26]2[CH:27]=[N:28][CH:29]=[CH:30][N:25]=2)=[O:10])[CH2:2][CH2:3][CH2:4][CH2:5]1. The yield is 0.0300. (7) The reactants are [C:1]1([C:50]2[CH:55]=[CH:54][CH:53]=[CH:52][CH:51]=2)[CH:6]=[CH:5][C:4]([C@@:7]2([S:45][CH2:46][CH2:47][CH2:48][CH3:49])[CH2:11][N:10]([C:12](=[O:31])[C@@H:13]([NH:23][C:24]([O:26][C:27]([CH3:30])([CH3:29])[CH3:28])=[O:25])[C:14](C)(C)[CH2:15][CH2:16][CH2:17][CH2:18]C=C)[C@H:9]([C:32]([NH:34][C@:35]3([C:40]([O:42][CH2:43][CH3:44])=[O:41])[CH2:37][C@H:36]3[CH:38]=[CH2:39])=[O:33])[CH2:8]2)=[CH:3][CH:2]=1.SC1N=CC=CC=1C(O)=O. The catalyst is ClCCl.CC1C=C(C)C(N2C(=[Ru](Cl)(Cl)=CC3C=CC=CC=3OC(C)C)N(C3C(C)=CC(C)=CC=3C)CC2)=C(C)C=1. The product is [C:1]1([C:50]2[CH:51]=[CH:52][CH:53]=[CH:54][CH:55]=2)[CH:2]=[CH:3][C:4]([C@@:7]2([S:45][CH2:46][CH2:47][CH2:48][CH3:49])[CH2:11][N:10]3[C:12](=[O:31])[C@@H:13]([NH:23][C:24]([O:26][C:27]([CH3:30])([CH3:28])[CH3:29])=[O:25])[CH2:14][CH2:15][CH2:16][CH2:17][CH2:18][CH:39]=[CH:38][C@@H:36]4[CH2:37][C@@:35]4([C:40]([O:42][CH2:43][CH3:44])=[O:41])[NH:34][C:32](=[O:33])[C@@H:9]3[CH2:8]2)=[CH:5][CH:6]=1. The yield is 0.760. (8) The reactants are [CH:1]1([NH:7][C:8]2[C:13]([C:14]([NH2:16])=[O:15])=[CH:12][N:11]=[C:10]3[N:17]([CH2:20][O:21][CH2:22][CH2:23][Si:24]([CH3:27])([CH3:26])[CH3:25])[CH:18]=[CH:19][C:9]=23)[CH2:6][CH2:5][CH2:4][CH2:3][CH2:2]1.[CH:28](OCC)(OCC)OCC.C(=O)([O-])O.[Na+]. The catalyst is FC(F)(F)S([O-])(=O)=O.[Sc+3].FC(F)(F)S([O-])(=O)=O.FC(F)(F)S([O-])(=O)=O. The product is [CH:1]1([N:7]2[C:8]3[C:9]4[CH:19]=[CH:18][N:17]([CH2:20][O:21][CH2:22][CH2:23][Si:24]([CH3:27])([CH3:26])[CH3:25])[C:10]=4[N:11]=[CH:12][C:13]=3[C:14](=[O:15])[N:16]=[CH:28]2)[CH2:6][CH2:5][CH2:4][CH2:3][CH2:2]1. The yield is 0.770. (9) The reactants are [CH3:1][O:2][C:3](=[O:28])[CH2:4][O:5][C:6]1[CH:14]=[C:13]2[CH:15]=[CH:16][CH:17]=[CH:18][C:12]2=[C:11]2[C:7]=1[CH:8]=[C:9]([CH2:26][CH3:27])[N:10]2[CH2:19][C:20]1[CH:25]=[CH:24][CH:23]=[CH:22][CH:21]=1.C([N:36]1C2C(=C(OC)C=C3C=CC=CC3=2)C=C1CC)C1C=CC=CC=1.B(Br)(Br)Br.[C:57](=[O:60])([O-])[O-].[Cs+].[Cs+].BrCC([O:67][CH3:68])=O. The catalyst is C(Cl)(Cl)Cl.CN(C)C=O.O.C(OCC)(=O)C. The product is [OH2:2].[CH3:1][O:2][C:3](=[O:28])[CH2:4][O:5][C:6]1[CH:14]=[C:13]2[CH:15]=[CH:16][CH:17]=[CH:18][C:12]2=[C:11]2[C:7]=1[C:8]([C:57](=[O:60])[C:68]([NH2:36])=[O:67])=[C:9]([CH2:26][CH3:27])[N:10]2[CH2:19][C:20]1[CH:25]=[CH:24][CH:23]=[CH:22][CH:21]=1.[NH2:36][C:57](=[O:60])[C:68]([C:8]1[C:7]2[C:11](=[C:12]3[CH:18]=[CH:17][CH:16]=[CH:15][C:13]3=[CH:14][C:6]=2[O:5][CH2:4][C:3]([O:2][CH3:1])=[O:28])[N:10]([CH2:19][C:20]2[CH:25]=[CH:24][CH:23]=[CH:22][CH:21]=2)[C:9]=1[CH2:26][CH3:27])=[O:67]. The yield is 0.740.